This data is from Full USPTO retrosynthesis dataset with 1.9M reactions from patents (1976-2016). The task is: Predict the reactants needed to synthesize the given product. (1) Given the product [Cl:28][C:29]1[CH:30]=[C:31]([CH:45]=[CH:46][C:47]=1[Cl:48])[CH2:32][N:33]([CH3:44])[C:34]([C:36]1[CH2:37][N:38]([CH2:43][CH2:6][NH:7][CH3:8])[C:39](=[O:42])[C:40]=1[OH:41])=[O:35], predict the reactants needed to synthesize it. The reactants are: COC(=O)C(O)=C[C:6](=O)[N:7](CC1C=CC(Cl)=C(Cl)C=1)[CH3:8].C=O.CC(N)CN.[Cl:28][C:29]1[CH:30]=[C:31]([CH:45]=[CH:46][C:47]=1[Cl:48])[CH2:32][N:33]([CH3:44])[C:34]([C:36]1[CH2:37][N:38]([CH3:43])[C:39](=[O:42])[C:40]=1[OH:41])=[O:35]. (2) Given the product [CH3:1][N:2]([CH3:49])[CH2:3][C:4]([N:6]1[C:14]2[C:9](=[CH:10][C:11]([O:47][CH3:48])=[C:12]([NH:15][C:16]3[NH:21][C:20]4=[N:22][CH:23]=[CH:24][C:19]4=[C:18]([NH:35][C:36]4[C:41]([C:42]([NH2:44])=[O:43])=[C:40]([F:45])[C:39]([F:46])=[CH:38][CH:37]=4)[N:17]=3)[CH:13]=2)[CH2:8][CH2:7]1)=[O:5], predict the reactants needed to synthesize it. The reactants are: [CH3:1][N:2]([CH3:49])[CH2:3][C:4]([N:6]1[C:14]2[C:9](=[CH:10][C:11]([O:47][CH3:48])=[C:12]([NH:15][C:16]3[N:17]=[C:18]([NH:35][C:36]4[C:41]([C:42]([NH2:44])=[O:43])=[C:40]([F:45])[C:39]([F:46])=[CH:38][CH:37]=4)[C:19]4[CH:24]=[CH:23][N:22](S(C5C=CC(C)=CC=5)(=O)=O)[C:20]=4[N:21]=3)[CH:13]=2)[CH2:8][CH2:7]1)=[O:5].O.[OH-].[Na+]. (3) Given the product [CH2:16]([O:18][C:19]1[CH:20]=[C:21]([CH:22]2[C:7]([C:1]3[CH:6]=[CH:5][CH:4]=[CH:3][CH:2]=3)=[C:8]([C:10]3[CH:11]=[N:12][CH:13]=[CH:14][CH:15]=3)[NH:34][C:32](=[O:33])[NH:31]2)[CH:24]=[C:25]([N+:28]([O-:30])=[O:29])[C:26]=1[OH:27])[CH3:17], predict the reactants needed to synthesize it. The reactants are: [C:1]1([CH2:7][C:8]([C:10]2[CH:11]=[N:12][CH:13]=[CH:14][CH:15]=2)=O)[CH:6]=[CH:5][CH:4]=[CH:3][CH:2]=1.[CH2:16]([O:18][C:19]1[CH:20]=[C:21]([CH:24]=[C:25]([N+:28]([O-:30])=[O:29])[C:26]=1[OH:27])[CH:22]=O)[CH3:17].[NH2:31][C:32]([NH2:34])=[O:33].Cl. (4) Given the product [CH2:1]([NH:3][C:4]1[C:9]([NH2:10])=[CH:8][CH:7]=[C:6]([F:13])[C:5]=1[C:14]1[CH:19]=[CH:18][CH:17]=[CH:16][N:15]=1)[CH3:2], predict the reactants needed to synthesize it. The reactants are: [CH2:1]([NH:3][C:4]1[C:9]([N+:10]([O-])=O)=[CH:8][CH:7]=[C:6]([F:13])[C:5]=1[C:14]1[CH:19]=[CH:18][CH:17]=[CH:16][N:15]=1)[CH3:2]. (5) The reactants are: [F:1][C:2]1[CH:7]=[C:6]([C:8]2[CH:17]=[C:16]3[C:11]([CH:12]=[CH:13][CH:14]=[N:15]3)=[CH:10][CH:9]=2)[CH:5]=[CH:4][C:3]=1[N:18]1[C:22](=[O:23])[NH:21][N:20]=[C:19]1[CH2:24][C@@H:25]1[CH2:29][CH2:28][N:27]([C:30]([O:32]C(C)(C)C)=O)[CH2:26]1.Cl.[CH:38]([N:41](CC)[CH:42](C)C)(C)C.CNN(NC)C(Cl)=O.[NH4+].[Cl-]. Given the product [F:1][C:2]1[CH:7]=[C:6]([C:8]2[CH:17]=[C:16]3[C:11]([CH:12]=[CH:13][CH:14]=[N:15]3)=[CH:10][CH:9]=2)[CH:5]=[CH:4][C:3]=1[N:18]1[C:22](=[O:23])[NH:21][N:20]=[C:19]1[CH2:24][C@@H:25]1[CH2:29][CH2:28][N:27]([C:30]([N:41]([CH3:42])[CH3:38])=[O:32])[CH2:26]1, predict the reactants needed to synthesize it. (6) Given the product [Cl:33][C:13]1[C:14]([NH:18][C:19](=[O:32])[CH2:20][C:21]2[CH:26]=[CH:25][C:24]([C:27]([F:30])([F:28])[F:29])=[C:23]([F:31])[CH:22]=2)=[C:15]2[C:10](=[CH:11][CH:12]=1)[C:9](=[O:34])[N:8]([C@H:6]([CH3:7])[CH2:5][OH:4])[CH:17]=[CH:16]2, predict the reactants needed to synthesize it. The reactants are: C([O:4][CH2:5][C@H:6]([N:8]1[CH:17]=[CH:16][C:15]2[C:10](=[CH:11][CH:12]=[C:13]([Cl:33])[C:14]=2[NH:18][C:19](=[O:32])[CH2:20][C:21]2[CH:26]=[CH:25][C:24]([C:27]([F:30])([F:29])[F:28])=[C:23]([F:31])[CH:22]=2)[C:9]1=[O:34])[CH3:7])(=O)C.C(=O)([O-])[O-].[K+].[K+].CO.